From a dataset of Reaction yield outcomes from USPTO patents with 853,638 reactions. Predict the reaction yield, written as a fraction of the theoretical maximum amount of product (1.0 means a 100% yield; for example, 0.34 means a 34% yield). (1) The reactants are [CH3:1][C@H:2]1[NH:7][CH2:6][CH2:5][N:4]([C:8]2[CH:13]=[CH:12][CH:11]=[CH:10][C:9]=2[C:14]([F:17])([F:16])[F:15])[CH2:3]1.[C:18]([C:21]1[CH:26]=[CH:25][C:24]([S:27](Cl)(=[O:29])=[O:28])=[CH:23][CH:22]=1)(=[O:20])[CH3:19].C(N(C(C)C)CC)(C)C. The catalyst is ClCCl. The product is [CH3:1][C@@H:2]1[CH2:3][N:4]([C:8]2[CH:13]=[CH:12][CH:11]=[CH:10][C:9]=2[C:14]([F:17])([F:15])[F:16])[CH2:5][CH2:6][N:7]1[S:27]([C:24]1[CH:23]=[CH:22][C:21]([C:18](=[O:20])[CH3:19])=[CH:26][CH:25]=1)(=[O:29])=[O:28]. The yield is 0.740. (2) The reactants are [CH2:1]([O:8][CH2:9][CH2:10][O:11][C:12]1[CH:13]=[CH:14][C:15]([N+:19]([O-])=O)=[C:16]([CH3:18])[CH:17]=1)[C:2]1[CH:7]=[CH:6][CH:5]=[CH:4][CH:3]=1.N1CCC[CH2:23]1. The catalyst is C(OCC)(=O)C.CO.[Pd]. The product is [CH2:1]([O:8][CH2:9][CH2:10][O:11][C:12]1[CH:17]=[C:16]2[C:15](=[CH:14][CH:13]=1)[NH:19][CH:23]=[CH:18]2)[C:2]1[CH:7]=[CH:6][CH:5]=[CH:4][CH:3]=1. The yield is 0.220.